Dataset: NCI-60 drug combinations with 297,098 pairs across 59 cell lines. Task: Regression. Given two drug SMILES strings and cell line genomic features, predict the synergy score measuring deviation from expected non-interaction effect. (1) Synergy scores: CSS=0.989, Synergy_ZIP=-9.21, Synergy_Bliss=-15.5, Synergy_Loewe=-19.2, Synergy_HSA=-12.1. Drug 2: C1CN1P(=S)(N2CC2)N3CC3. Drug 1: C1=C(C(=O)NC(=O)N1)N(CCCl)CCCl. Cell line: HCC-2998. (2) Drug 1: CCCS(=O)(=O)NC1=C(C(=C(C=C1)F)C(=O)C2=CNC3=C2C=C(C=N3)C4=CC=C(C=C4)Cl)F. Drug 2: C1=CC(=CC=C1CCC2=CNC3=C2C(=O)NC(=N3)N)C(=O)NC(CCC(=O)O)C(=O)O. Cell line: HL-60(TB). Synergy scores: CSS=45.6, Synergy_ZIP=8.85, Synergy_Bliss=5.76, Synergy_Loewe=-12.2, Synergy_HSA=0.386.